Dataset: Reaction yield outcomes from USPTO patents with 853,638 reactions. Task: Predict the reaction yield, written as a fraction of the theoretical maximum amount of product (1.0 means a 100% yield; for example, 0.34 means a 34% yield). (1) The reactants are Cl[C:2]1[CH:11]=[CH:10][C:9]2[C:4](=[C:5]([C:12]3[CH:17]=[CH:16][C:15]([C:18]4[CH:19]=[N:20][N:21]([CH3:23])[CH:22]=4)=[CH:14][CH:13]=3)[CH:6]=[N:7][CH:8]=2)[N:3]=1.[CH3:24][N:25]1[CH:29]=[CH:28][N:27]=[C:26]1[Sn](CCCC)(CCCC)CCCC. The catalyst is C1C=CC([P]([Pd]([P](C2C=CC=CC=2)(C2C=CC=CC=2)C2C=CC=CC=2)([P](C2C=CC=CC=2)(C2C=CC=CC=2)C2C=CC=CC=2)[P](C2C=CC=CC=2)(C2C=CC=CC=2)C2C=CC=CC=2)(C2C=CC=CC=2)C2C=CC=CC=2)=CC=1.O1CCOCC1. The product is [CH3:24][N:25]1[CH:29]=[CH:28][N:27]=[C:26]1[C:2]1[CH:11]=[CH:10][C:9]2[C:4](=[C:5]([C:12]3[CH:17]=[CH:16][C:15]([C:18]4[CH:19]=[N:20][N:21]([CH3:23])[CH:22]=4)=[CH:14][CH:13]=3)[CH:6]=[N:7][CH:8]=2)[N:3]=1. The yield is 0.290. (2) The reactants are Br[C:2]1[CH:3]=[CH:4][C:5]2[C:11]3[S:12][C:13]([C:15]([N:17]([C:19]4[CH:24]=[C:23]([C:25]([N:27]5[CH2:30][CH:29]([OH:31])[CH2:28]5)=[O:26])[CH:22]=[CH:21][C:20]=4[Cl:32])[CH3:18])=[O:16])=[CH:14][C:10]=3[CH2:9][CH2:8][O:7][C:6]=2[CH:33]=1.CC1(C)C2[C:56](=C(P(C3C=CC=CC=3)C3C=CC=CC=3)C=CC=2)[O:55]C2C(P(C3C=CC=CC=3)C3C=CC=CC=3)=CC=CC1=2.[CH3:76][NH2:77].Cl.C([O-])([O-])=O.[Na+].[Na+]. The catalyst is C1(C)C=CC=CC=1.CN(C=O)C.CC([O-])=O.CC([O-])=O.[Pd+2]. The product is [Cl:32][C:20]1[CH:21]=[CH:22][C:23]([C:25]([N:27]2[CH2:30][CH:29]([OH:31])[CH2:28]2)=[O:26])=[CH:24][C:19]=1[N:17]([CH3:18])[C:15]([C:13]1[S:12][C:11]2[C:5]3[CH:4]=[CH:3][C:2]([C:56]([NH:77][CH3:76])=[O:55])=[CH:33][C:6]=3[O:7][CH2:8][CH2:9][C:10]=2[CH:14]=1)=[O:16]. The yield is 0.460. (3) The reactants are C(Cl)(=O)C(Cl)=O.CS(C)=O.[CH2:11]([O:13][C:14]([C@@H:16]1[CH2:20][C@@H:19]([OH:21])[CH2:18][N:17]1[CH2:22][C:23]1[CH:28]=[CH:27][CH:26]=[CH:25][CH:24]=1)=[O:15])[CH3:12].C(N(CC)CC)C. The catalyst is C(Cl)Cl.O. The product is [CH2:11]([O:13][C:14]([C@@H:16]1[CH2:20][C:19](=[O:21])[CH2:18][N:17]1[CH2:22][C:23]1[CH:28]=[CH:27][CH:26]=[CH:25][CH:24]=1)=[O:15])[CH3:12]. The yield is 0.960. (4) The reactants are [CH2:1]1[C:12]2[C:11]3[CH:10]=[CH:9][CH:8]=[C:7]([C:13]([NH:15][C@@H:16]([CH3:22])[C:17]([O:19][CH2:20][CH3:21])=[O:18])=[O:14])[C:6]=3[NH:5][C:4]=2[CH2:3][CH2:2]1.Cl. The catalyst is C(O)C.[Pd]. The product is [CH2:1]1[CH:12]2[CH:4]([NH:5][C:6]3[C:7]([C:13]([NH:15][C@@H:16]([CH3:22])[C:17]([O:19][CH2:20][CH3:21])=[O:18])=[O:14])=[CH:8][CH:9]=[CH:10][C:11]=32)[CH2:3][CH2:2]1. The yield is 0.730. (5) The reactants are [NH2:1][C:2]1[C:10]2[C:9]([C:11]3[CH:16]=[CH:15][C:14]([Cl:17])=[C:13]([Cl:18])[CH:12]=3)=[N:8][C:7](S(C)=O)=[N:6][C:5]=2[S:4][C:3]=1[C:22]([NH2:24])=[O:23].[NH2:25][CH:26]([CH2:29][OH:30])[CH2:27][OH:28]. The catalyst is CS(C)=O. The product is [NH2:1][C:2]1[C:10]2[C:9]([C:11]3[CH:16]=[CH:15][C:14]([Cl:17])=[C:13]([Cl:18])[CH:12]=3)=[N:8][C:7]([NH:25][CH:26]([CH2:29][OH:30])[CH2:27][OH:28])=[N:6][C:5]=2[S:4][C:3]=1[C:22]([NH2:24])=[O:23]. The yield is 0.310. (6) The reactants are [CH3:1][C:2]1[N:7]=C(C#N)[C:5]([C:10]2[CH:15]=[CH:14][CH:13]=[CH:12][N:11]=2)=[CH:4][CH:3]=1.[OH-].[Na+].[CH3:18][C:19]([OH:21])=[O:20]. The catalyst is CO. The product is [CH3:1][C:2]1[N:7]=[C:18]([C:19]([OH:21])=[O:20])[C:5]([C:10]2[CH:15]=[CH:14][CH:13]=[CH:12][N:11]=2)=[CH:4][CH:3]=1. The yield is 0.940.